Dataset: Experimentally validated miRNA-target interactions with 360,000+ pairs, plus equal number of negative samples. Task: Binary Classification. Given a miRNA mature sequence and a target amino acid sequence, predict their likelihood of interaction. The miRNA is hsa-miR-6771-3p with sequence CAAACCCCUGUCUACCCGCAG. The protein sequence of the target gene is MAAAALRFPVQGTVTFEDVAVKFTQEEWNLLSEAQRCLYRDVTLENLALMSSLGCWCGVEDEAAPSKQSIYIQRETQVRTPMAGVSPKKAHPCEMCGPILGDILHVADHQGTHHKQKLHRCEAWGNKLYDSGNFHQHQNEHIGEKPYRGSVEEALFAKRCKLHVSGESSVFSESGKDFLLRSGLLQQEATHTGKSNSKTECVSLFHGGKSHYSCGGCMKHFSTKDILSQHERLLPTEEPSVWCECGKSSSKYDSFSNHQGVHTREKPYTCGICGKLFNSKSHLLVHQRIHTGEKPYECEV.... Result: 1 (interaction).